From a dataset of Peptide-MHC class II binding affinity with 134,281 pairs from IEDB. Regression. Given a peptide amino acid sequence and an MHC pseudo amino acid sequence, predict their binding affinity value. This is MHC class II binding data. (1) The peptide sequence is AAATAGTTVYGAFVA. The MHC is HLA-DQA10102-DQB10602 with pseudo-sequence HLA-DQA10102-DQB10602. The binding affinity (normalized) is 0.777. (2) The peptide sequence is EQARKFEEPIWSDFG. The MHC is DRB3_0101 with pseudo-sequence DRB3_0101. The binding affinity (normalized) is 0.216. (3) The peptide sequence is EVYEARLTKFKYLAG. The MHC is HLA-DPA10103-DPB10401 with pseudo-sequence HLA-DPA10103-DPB10401. The binding affinity (normalized) is 0.456. (4) The peptide sequence is VIPEGWKADTSYESK. The MHC is DRB1_1501 with pseudo-sequence DRB1_1501. The binding affinity (normalized) is 0.